This data is from Catalyst prediction with 721,799 reactions and 888 catalyst types from USPTO. The task is: Predict which catalyst facilitates the given reaction. (1) Reactant: O=[C:2]1[C:11]2[CH:10]=[C:9]([C:12]([O:14][CH3:15])=[O:13])[CH:8]=[CH:7][C:6]=2[CH2:5][CH2:4][CH2:3]1.Cl.[NH2:17][OH:18].C([O-])(=O)C.[Na+]. Product: [OH:18]/[N:17]=[C:2]1\[CH2:3][CH2:4][CH2:5][C:6]2[CH:7]=[CH:8][C:9]([C:12]([O:14][CH3:15])=[O:13])=[CH:10][C:11]\1=2. The catalyst class is: 5. (2) The catalyst class is: 16. Product: [CH3:12][N:13]1[CH2:18][C:17]2[S:19][C:20]([C:22]([NH:24][C@H:25]3[C@@H:30]([NH:31][C:32]([C:34]([NH:36][C:37]4[CH:42]=[CH:41][C:40]([Cl:43])=[CH:39][N:38]=4)=[O:35])=[O:33])[CH2:29][CH2:28][C@H:27]([C:44]([N:46]([CH3:48])[CH3:47])=[O:45])[CH2:26]3)=[O:23])=[N:21][C:16]=2[CH2:15][CH2:14]1. Reactant: CC1C=CC(S(O)(=O)=O)=CC=1.[CH3:12][N:13]1[CH2:18][C:17]2[S:19][C:20]([C:22]([NH:24][C@H:25]3[C@@H:30]([NH:31][C:32]([C:34]([NH:36][C:37]4[CH:42]=[CH:41][C:40]([Cl:43])=[CH:39][N:38]=4)=[O:35])=[O:33])[CH2:29][CH2:28][C@H:27]([C:44]([N:46]([CH3:48])[CH3:47])=[O:45])[CH2:26]3)=[O:23])=[N:21][C:16]=2[CH2:15][CH2:14]1.O.